From a dataset of Reaction yield outcomes from USPTO patents with 853,638 reactions. Predict the reaction yield, written as a fraction of the theoretical maximum amount of product (1.0 means a 100% yield; for example, 0.34 means a 34% yield). (1) The reactants are [NH2:1][C:2]1[C:7]2[C:8]([C:11]3[CH:16]=[CH:15][C:14]([NH:17][C:18]([NH:20][C:21]4[CH:26]=[CH:25][CH:24]=[C:23]([CH3:27])[CH:22]=4)=[O:19])=[CH:13][CH:12]=3)=[CH:9][S:10][C:6]=2[C:5](I)=[CH:4][N:3]=1.[CH2:29]([OH:33])[CH2:30][C:31]#[CH:32]. The catalyst is N1CCCCC1.C1C=CC([P]([Pd]([P](C2C=CC=CC=2)(C2C=CC=CC=2)C2C=CC=CC=2)([P](C2C=CC=CC=2)(C2C=CC=CC=2)C2C=CC=CC=2)[P](C2C=CC=CC=2)(C2C=CC=CC=2)C2C=CC=CC=2)(C2C=CC=CC=2)C2C=CC=CC=2)=CC=1.[Cu]I. The product is [NH2:1][C:2]1[C:7]2[C:8]([C:11]3[CH:16]=[CH:15][C:14]([NH:17][C:18]([NH:20][C:21]4[CH:26]=[CH:25][CH:24]=[C:23]([CH3:27])[CH:22]=4)=[O:19])=[CH:13][CH:12]=3)=[CH:9][S:10][C:6]=2[C:5]([C:32]#[C:31][CH2:30][CH2:29][OH:33])=[CH:4][N:3]=1. The yield is 0.810. (2) The reactants are [CH3:1][O:2][C:3]1[CH:10]=[C:9]([O:11][CH3:12])[C:6]([CH:7]=O)=[C:5]([OH:13])[CH:4]=1.[C:14]([C:18]1[CH:23]=[CH:22][C:21]([C:24](=[O:30])[CH2:25][C:26](OC)=[O:27])=[CH:20][CH:19]=1)([CH3:17])([CH3:16])[CH3:15].N1CCCCC1. The catalyst is C(O)C. The product is [C:14]([C:18]1[CH:23]=[CH:22][C:21]([C:24]([C:25]2[C:26](=[O:27])[O:13][C:5]3[C:6]([CH:7]=2)=[C:9]([O:11][CH3:12])[CH:10]=[C:3]([O:2][CH3:1])[CH:4]=3)=[O:30])=[CH:20][CH:19]=1)([CH3:17])([CH3:15])[CH3:16]. The yield is 0.500.